Predict the reactants needed to synthesize the given product. From a dataset of Full USPTO retrosynthesis dataset with 1.9M reactions from patents (1976-2016). (1) Given the product [CH3:13][CH:12]([CH3:14])[CH:10]([C:2]1[NH:1][C:5]2=[CH:6][N:7]=[CH:8][CH:9]=[C:4]2[CH:3]=1)[OH:11], predict the reactants needed to synthesize it. The reactants are: [NH:1]1[C:5]2=[CH:6][N:7]=[CH:8][CH:9]=[C:4]2[CH:3]=[C:2]1[CH:10]=[O:11].[CH:12]([Mg]Br)([CH3:14])[CH3:13].C(OCC)C.[Cl-].[NH4+]. (2) Given the product [N:25]([CH2:2][C:3]1[CH:4]=[C:5]([CH:8]=[CH:9][CH:10]=1)[C:6]#[N:7])=[N+:26]=[N-:27], predict the reactants needed to synthesize it. The reactants are: O[CH2:2][C:3]1[CH:4]=[C:5]([CH:8]=[CH:9][CH:10]=1)[C:6]#[N:7].C1C=CC(P([N:25]=[N+:26]=[N-:27])(C2C=CC=CC=2)=O)=CC=1.C1CCN2C(=NCCC2)CC1. (3) The reactants are: [C:1]1([N:7]2[CH2:12][CH2:11][CH:10]([C:13]([OH:15])=O)[CH2:9][CH2:8]2)[CH:6]=[CH:5][CH:4]=[CH:3][CH:2]=1.BrC1C=CC=CC=1.[S:23]1[C:27]2[CH:28]=[CH:29][CH:30]=[CH:31][C:26]=2[N:25]=[C:24]1[NH2:32]. Given the product [S:23]1[C:27]2[CH:28]=[CH:29][CH:30]=[CH:31][C:26]=2[N:25]=[C:24]1[NH:32][C:13]([CH:10]1[CH2:9][CH2:8][N:7]([C:1]2[CH:2]=[CH:3][CH:4]=[CH:5][CH:6]=2)[CH2:12][CH2:11]1)=[O:15], predict the reactants needed to synthesize it.